Dataset: Forward reaction prediction with 1.9M reactions from USPTO patents (1976-2016). Task: Predict the product of the given reaction. The product is: [C:6]([S:3]([C:18]1[CH:25]=[CH:24][C:23]([N+:26]([O-:28])=[O:27])=[CH:22][C:19]=1[C:20]#[N:21])(=[O:5])=[O:4])([CH3:13])([CH3:29])[CH3:7]. Given the reactants C([S:3]([C:6]1[CH:13]=CC([N+]([O-])=O)=C[C:7]=1C#N)(=[O:5])=[O:4])C.F[C:18]1[CH:25]=[CH:24][C:23]([N+:26]([O-:28])=[O:27])=[CH:22][C:19]=1[C:20]#[N:21].[CH3:29]C(S)(C)C.C1C=C(Cl)C=C(C(OO)=O)C=1, predict the reaction product.